Dataset: Full USPTO retrosynthesis dataset with 1.9M reactions from patents (1976-2016). Task: Predict the reactants needed to synthesize the given product. (1) Given the product [N+:19]([CH2:22][CH2:14][C:11]1[CH:10]=[CH:9][C:8]([O:1][C:2]2[CH:7]=[CH:6][CH:5]=[CH:4][CH:3]=2)=[CH:13][N:12]=1)([O-:21])=[O:20], predict the reactants needed to synthesize it. The reactants are: [O:1]([C:8]1[CH:9]=[CH:10][C:11]([CH:14]=O)=[N:12][CH:13]=1)[C:2]1[CH:7]=[CH:6][CH:5]=[CH:4][CH:3]=1.C[O-].[Li+].[N+:19]([CH3:22])([O-:21])=[O:20].C(OC(=O)C)(=O)C.C(N(CC)CC)C.[BH4-].[Na+]. (2) Given the product [C:13]([O:11][C:9]1[CH:8]=[CH:7][CH:6]=[C:5]2[C:10]=1[N:1]=[C:2]([OH:18])[CH:3]=[CH:4]2)(=[O:15])[CH3:14], predict the reactants needed to synthesize it. The reactants are: [N+:1]1([O-])[C:10]2[C:5](=[CH:6][CH:7]=[CH:8][C:9]=2[OH:11])[CH:4]=[CH:3][CH:2]=1.[CH2:13]([OH:15])[CH3:14].C(OC(=O)C)(=[O:18])C. (3) Given the product [Cl:1][C:2]1[N:7]=[CH:6][C:5]2[C:8]([C:31]([CH3:33])=[CH2:32])=[N:9][N:10]([C:11]([C:24]3[CH:29]=[CH:28][CH:27]=[CH:26][CH:25]=3)([C:18]3[CH:23]=[CH:22][CH:21]=[CH:20][CH:19]=3)[C:12]3[CH:17]=[CH:16][CH:15]=[CH:14][CH:13]=3)[C:4]=2[CH:3]=1, predict the reactants needed to synthesize it. The reactants are: [Cl:1][C:2]1[N:7]=[CH:6][C:5]2[C:8](I)=[N:9][N:10]([C:11]([C:24]3[CH:29]=[CH:28][CH:27]=[CH:26][CH:25]=3)([C:18]3[CH:23]=[CH:22][CH:21]=[CH:20][CH:19]=3)[C:12]3[CH:17]=[CH:16][CH:15]=[CH:14][CH:13]=3)[C:4]=2[CH:3]=1.[C:31](B1OC(C)(C)C(C)(C)O1)([CH3:33])=[CH2:32]. (4) Given the product [CH2:1]([O:3][CH:4]([C:5]([NH:6][C:7]([O:9][CH2:10][C:11]1[CH:16]=[CH:15][CH:14]=[CH:13][CH:12]=1)=[O:8])=[O:17])[NH2:21])[CH3:2], predict the reactants needed to synthesize it. The reactants are: [CH2:1]([O:3][C:4](=O)[CH:5]([O:17]CC)[NH:6][C:7]([O:9][CH2:10][C:11]1[CH:16]=[CH:15][CH:14]=[CH:13][CH:12]=1)=[O:8])[CH3:2].[NH3:21]. (5) Given the product [CH3:1][C:2]1([CH3:37])[CH2:6][C:5]2([CH2:7][CH2:8][CH:9]([C:12]3[C:16]([CH2:17][N:18]([CH3:30])[CH2:19][CH2:20][N:21]([CH3:29])[C:22](=[O:28])[O:23][C:24]([CH3:25])([CH3:26])[CH3:27])=[CH:15][N:14]([CH:31]4[CH2:36][CH2:35][CH2:34][CH2:33][O:32]4)[N:13]=3)[CH2:10][CH2:11]2)[CH2:4][O:3]1, predict the reactants needed to synthesize it. The reactants are: [CH3:1][C:2]1([CH3:37])[CH2:6][C:5]2([CH2:11][CH2:10][C:9]([C:12]3[C:16]([CH2:17][N:18]([CH3:30])[CH2:19][CH2:20][N:21]([CH3:29])[C:22](=[O:28])[O:23][C:24]([CH3:27])([CH3:26])[CH3:25])=[CH:15][N:14]([CH:31]4[CH2:36][CH2:35][CH2:34][CH2:33][O:32]4)[N:13]=3)=[CH:8][CH2:7]2)[CH2:4][O:3]1.[H][H]. (6) Given the product [Cl:8][C:6]1[N:5]=[C:4]([NH2:9])[N:3]=[C:2]([NH:12][CH2:10][CH3:11])[CH:7]=1, predict the reactants needed to synthesize it. The reactants are: Cl[C:2]1[CH:7]=[C:6]([Cl:8])[N:5]=[C:4]([NH2:9])[N:3]=1.[CH2:10]([NH2:12])[CH3:11]. (7) Given the product [CH3:22][O:1][C:2]1[C:6]([CH3:15])([CH2:7][CH2:8][CH2:9][CH2:10][CH2:11][CH2:12][CH2:13][CH3:14])[S:5][C:4](=[O:16])[C:3]=1[CH3:17], predict the reactants needed to synthesize it. The reactants are: [OH:1][C:2]1[C:6]([CH3:15])([CH2:7][CH2:8][CH2:9][CH2:10][CH2:11][CH2:12][CH2:13][CH3:14])[S:5][C:4](=[O:16])[C:3]=1[CH3:17].S(OC)(O[CH3:22])(=O)=O. (8) Given the product [F:20][C:19]([F:21])([F:22])[C:14]1[CH:15]=[CH:16][CH:17]=[CH:18][C:13]=1[C:9]1[CH:10]=[CH:11][CH:12]=[C:7]([C:5]2[CH:4]=[CH:3][N:24]([C:26]3[CH:31]=[CH:30][CH:29]=[CH:28][N:27]=3)[N:25]=2)[CH:8]=1, predict the reactants needed to synthesize it. The reactants are: CN(C)[CH:3]=[CH:4][C:5]([C:7]1[CH:8]=[C:9]([C:13]2[CH:18]=[CH:17][CH:16]=[CH:15][C:14]=2[C:19]([F:22])([F:21])[F:20])[CH:10]=[CH:11][CH:12]=1)=O.[NH:24]([C:26]1[CH:31]=[CH:30][CH:29]=[CH:28][N:27]=1)[NH2:25].